Task: Predict the product of the given reaction.. Dataset: Forward reaction prediction with 1.9M reactions from USPTO patents (1976-2016) (1) Given the reactants C(O)C.[S:4]1[CH:8]=[CH:7][CH:6]=[C:5]1[C:9]#[N:10].Cl.[NH2:12][OH:13].[OH-].[Na+], predict the reaction product. The product is: [OH:13][NH:12][C:9]([C:5]1[S:4][CH:8]=[CH:7][CH:6]=1)=[NH:10]. (2) Given the reactants Br[C:2]1[CH:3]=[C:4]([C:7]2[CH:12]=[CH:11][C:10]([O:13][CH3:14])=[CH:9][CH:8]=2)[S:5][CH:6]=1.[CH3:15][O:16][C:17]1[CH:18]=[C:19](B(O)O)[CH:20]=[CH:21][CH:22]=1, predict the reaction product. The product is: [CH3:15][O:16][C:17]1[CH:22]=[C:21]([C:2]2[CH:3]=[C:4]([C:7]3[CH:12]=[CH:11][C:10]([O:13][CH3:14])=[CH:9][CH:8]=3)[S:5][CH:6]=2)[CH:20]=[CH:19][CH:18]=1.